Task: Predict the product of the given reaction.. Dataset: Forward reaction prediction with 1.9M reactions from USPTO patents (1976-2016) (1) Given the reactants [ClH:1].Cl.[CH3:3][C:4]([CH3:16])([CH2:9][N:10]1[CH2:15][CH2:14][NH:13][CH2:12][CH2:11]1)[C:5]([O:7]C)=[O:6].[Cl:17][C:18]1[CH:19]=[C:20]2[N:26]([CH:27]=1)[CH2:25][C:24]1[CH:28]=[C:29]([CH3:32])[CH:30]=[CH:31][C:23]=1[N:22]=[C:21]2Cl.C(=O)(O)[O-].[Na+].[OH-].[Li+], predict the reaction product. The product is: [ClH:17].[ClH:1].[Cl:17][C:18]1[CH:19]=[C:20]2[N:26]([CH:27]=1)[CH2:25][C:24]1[CH:28]=[C:29]([CH3:32])[CH:30]=[CH:31][C:23]=1[N:22]=[C:21]2[N:13]1[CH2:14][CH2:15][N:10]([CH2:9][C:4]([CH3:16])([CH3:3])[C:5]([OH:7])=[O:6])[CH2:11][CH2:12]1. (2) Given the reactants [CH2:1]([N:8]1[CH2:13][CH2:12][N:11]([C:14]([O:16][C:17]([CH3:20])([CH3:19])[CH3:18])=[O:15])[CH2:10][C@H:9]1[CH2:21]Br)[C:2]1[CH:7]=[CH:6][CH:5]=[CH:4][CH:3]=1.[F:23][C:24]1[CH:25]=[C:26]([OH:31])[CH:27]=[C:28]([F:30])[CH:29]=1.C(=O)([O-])[O-].[K+].[K+], predict the reaction product. The product is: [CH2:1]([N:8]1[CH2:13][CH2:12][N:11]([C:14]([O:16][C:17]([CH3:20])([CH3:19])[CH3:18])=[O:15])[CH2:10][C@H:9]1[CH2:21][O:31][C:26]1[CH:25]=[C:24]([F:23])[CH:29]=[C:28]([F:30])[CH:27]=1)[C:2]1[CH:7]=[CH:6][CH:5]=[CH:4][CH:3]=1. (3) Given the reactants [I:1][C:2]1[CH:3]=[C:4]([CH2:8][NH2:9])[CH:5]=[CH:6][CH:7]=1.[Cl:10][C:11]1[S:15][C:14]([C:16]([NH:18][C:19]2[C:20]3[C:27](=[O:28])[O:26][C:25](=O)[C:21]=3[CH:22]=[N:23][CH:24]=2)=[O:17])=[CH:13][CH:12]=1, predict the reaction product. The product is: [Cl:10][C:11]1[S:15][C:14]([C:16]([NH:18][C:19]2[C:20]3[C:27](=[O:28])[N:9]([CH2:8][C:4]4[CH:5]=[CH:6][CH:7]=[C:2]([I:1])[CH:3]=4)[C:25](=[O:26])[C:21]=3[CH:22]=[N:23][CH:24]=2)=[O:17])=[CH:13][CH:12]=1. (4) Given the reactants [CH:1]1([NH:6][NH:7][C:8]([O:10][C:11]([CH3:14])([CH3:13])[CH3:12])=[O:9])[CH2:5][CH2:4][CH2:3][CH2:2]1.CCN(C(C)C)C(C)C.[Cl:24][C:25]1[C:26](Cl)=[N:27][C:28]([Cl:31])=[N:29][CH:30]=1, predict the reaction product. The product is: [CH:1]1([N:6]([C:26]2[C:25]([Cl:24])=[CH:30][N:29]=[C:28]([Cl:31])[N:27]=2)[NH:7][C:8]([O:10][C:11]([CH3:14])([CH3:13])[CH3:12])=[O:9])[CH2:2][CH2:3][CH2:4][CH2:5]1. (5) Given the reactants [OH-].[Na+].[OH:3][CH2:4][C:5]1[CH:6]=[C:7]([C:11]2[CH:12]=[CH:13][C:14]([CH3:32])=[C:15]([CH:31]=2)[C:16]([NH:18][C:19]2[C:20]([CH3:30])=[C:21]([CH:26]=[CH:27][C:28]=2[CH3:29])[C:22]([O:24]C)=[O:23])=[O:17])[CH:8]=[CH:9][CH:10]=1.Cl, predict the reaction product. The product is: [OH:3][CH2:4][C:5]1[CH:6]=[C:7]([C:11]2[CH:12]=[CH:13][C:14]([CH3:32])=[C:15]([CH:31]=2)[C:16]([NH:18][C:19]2[C:20]([CH3:30])=[C:21]([CH:26]=[CH:27][C:28]=2[CH3:29])[C:22]([OH:24])=[O:23])=[O:17])[CH:8]=[CH:9][CH:10]=1.